From a dataset of NCI-60 drug combinations with 297,098 pairs across 59 cell lines. Regression. Given two drug SMILES strings and cell line genomic features, predict the synergy score measuring deviation from expected non-interaction effect. Drug 1: C1=CC=C(C(=C1)C(C2=CC=C(C=C2)Cl)C(Cl)Cl)Cl. Drug 2: C1CN(P(=O)(OC1)NCCCl)CCCl. Cell line: 786-0. Synergy scores: CSS=-0.236, Synergy_ZIP=0.905, Synergy_Bliss=0.777, Synergy_Loewe=-0.242, Synergy_HSA=-0.761.